From a dataset of Forward reaction prediction with 1.9M reactions from USPTO patents (1976-2016). Predict the product of the given reaction. Given the reactants [CH3:1][N:2]1[C:6]([C:7]2[CH:12]=[CH:11][C:10]([N:13]3[CH2:18][CH2:17][O:16][CH2:15][CH2:14]3)=[CH:9][CH:8]=2)=[CH:5][N:4]=[C:3]1[C@@H:19]([NH2:27])[CH2:20][C:21]1[CH:26]=[CH:25][CH:24]=[CH:23][N:22]=1.[Cl:28][C:29]1[CH:40]=[CH:39][C:32]2[O:33][C:34](C(O)=O)=[CH:35][C:31]=2[CH:30]=1.ON1C2C=CC=CC=2N=N1.Cl.CN(C)CCCN=C=NCC.CN(C)[CH:65]=[O:66], predict the reaction product. The product is: [Cl:28][C:29]1[CH:40]=[CH:39][C:32]2[O:33][C:34]([N:27]([C@H:19]([C:3]3[N:2]([CH3:1])[C:6]([C:7]4[CH:8]=[CH:9][C:10]([N:13]5[CH2:14][CH2:15][O:16][CH2:17][CH2:18]5)=[CH:11][CH:12]=4)=[CH:5][N:4]=3)[CH2:20][C:21]3[CH:26]=[CH:25][CH:24]=[CH:23][N:22]=3)[CH:65]=[O:66])=[CH:35][C:31]=2[CH:30]=1.